Dataset: Forward reaction prediction with 1.9M reactions from USPTO patents (1976-2016). Task: Predict the product of the given reaction. Given the reactants [C:1]([C:3]([C:6]1[CH:7]=[C:8]([CH:29]=[CH:30][CH:31]=1)[C:9]([NH:11][C:12]1[CH:17]=[CH:16][CH:15]=[C:14]([O:18][C:19]2[CH:24]=[CH:23][C:22]([N+:25]([O-])=O)=[CH:21][C:20]=2[F:28])[CH:13]=1)=[O:10])([CH3:5])[CH3:4])#[N:2].[Cl-].[Ca+2].[Cl-].O, predict the reaction product. The product is: [NH2:25][C:22]1[CH:23]=[CH:24][C:19]([O:18][C:14]2[CH:13]=[C:12]([NH:11][C:9](=[O:10])[C:8]3[CH:29]=[CH:30][CH:31]=[C:6]([C:3]([C:1]#[N:2])([CH3:5])[CH3:4])[CH:7]=3)[CH:17]=[CH:16][CH:15]=2)=[C:20]([F:28])[CH:21]=1.